Dataset: Reaction yield outcomes from USPTO patents with 853,638 reactions. Task: Predict the reaction yield, written as a fraction of the theoretical maximum amount of product (1.0 means a 100% yield; for example, 0.34 means a 34% yield). The reactants are [CH2:1]([C@H:8]([NH:30][C:31](=[O:50])[C@H:32]([CH:47]([CH3:49])[CH3:48])[NH:33][C:34]([N:36]([CH2:38][C:39]1[N:40]=[C:41]([CH:44]([CH3:46])[CH3:45])[S:42][CH:43]=1)[CH3:37])=[O:35])[CH2:9][C@H:10]([OH:29])[C@@H:11]([NH:19][C:20]([O:22][CH2:23][C:24]1[S:28][CH:27]=[N:26][CH:25]=1)=[O:21])[CH2:12][C:13]1[CH:18]=[CH:17][CH:16]=[CH:15][CH:14]=1)[C:2]1[CH:7]=[CH:6][CH:5]=[CH:4][CH:3]=1.[CH2:51]([S:55][CH2:56][CH:57]([CH3:59])[CH3:58])[CH:52]([CH3:54])[CH3:53].C(OOC(=O)C1C=CC=CC=1)(=O)C1C=CC=CC=1. The catalyst is C(#N)C.C(OCC)(=O)C. The product is [CH2:1]([C@H:8]([NH:30][C:31](=[O:50])[C@H:32]([CH:47]([CH3:49])[CH3:48])[NH:33][C:34]([N:36]([CH2:38][C:39]1[N:40]=[C:41]([CH:44]([CH3:45])[CH3:46])[S:42][CH:43]=1)[CH3:37])=[O:35])[CH2:9][C@H:10]([O:29][CH:51]([S:55][CH2:56][CH:57]([CH3:59])[CH3:58])[CH:52]([CH3:54])[CH3:53])[C@@H:11]([NH:19][C:20]([O:22][CH2:23][C:24]1[S:28][CH:27]=[N:26][CH:25]=1)=[O:21])[CH2:12][C:13]1[CH:18]=[CH:17][CH:16]=[CH:15][CH:14]=1)[C:2]1[CH:3]=[CH:4][CH:5]=[CH:6][CH:7]=1. The yield is 0.750.